Dataset: Catalyst prediction with 721,799 reactions and 888 catalyst types from USPTO. Task: Predict which catalyst facilitates the given reaction. (1) Reactant: [CH3:1][C:2]1[C:6]([CH2:7][CH:8]2[CH2:13][CH2:12][NH:11][CH2:10][CH2:9]2)=[C:5]([CH3:14])[N:4]([CH2:15][C@H:16]([NH:18][C:19](=[O:25])[O:20][C:21]([CH3:24])([CH3:23])[CH3:22])[CH3:17])[N:3]=1.[CH3:26][C:27]([CH3:32])([CH3:31])[C:28](Cl)=[O:29]. Product: [CH3:26][C:27]([CH3:32])([CH3:31])[C:28]([N:11]1[CH2:10][CH2:9][CH:8]([CH2:7][C:6]2[C:2]([CH3:1])=[N:3][N:4]([CH2:15][C@H:16]([NH:18][C:19](=[O:25])[O:20][C:21]([CH3:24])([CH3:23])[CH3:22])[CH3:17])[C:5]=2[CH3:14])[CH2:13][CH2:12]1)=[O:29]. The catalyst class is: 4. (2) Reactant: [CH2:1](Br)[C:2]1[CH:7]=[CH:6][CH:5]=[CH:4][CH:3]=1.[C:9]([O:13][C:14](=[O:33])[NH:15][CH:16]([C:19]1[NH:20][C:21](=[O:32])[C:22]2[N:30]([N:31]=1)[C:29]1[C:24](=[CH:25][CH:26]=[CH:27][CH:28]=1)[CH:23]=2)[CH2:17][CH3:18])([CH3:12])([CH3:11])[CH3:10].C(=O)([O-])[O-].[K+].[K+]. Product: [C:9]([O:13][C:14](=[O:33])[NH:15][CH:16]([C:19]1[N:20]([CH2:1][C:2]2[CH:7]=[CH:6][CH:5]=[CH:4][CH:3]=2)[C:21](=[O:32])[C:22]2[N:30]([N:31]=1)[C:29]1[C:24](=[CH:25][CH:26]=[CH:27][CH:28]=1)[CH:23]=2)[CH2:17][CH3:18])([CH3:10])([CH3:11])[CH3:12]. The catalyst class is: 291. (3) The catalyst class is: 6. Product: [C:39]([C:34]1[CH:35]=[C:36]2[C:31](=[C:32]([F:43])[CH:33]=1)[C:30](=[O:44])[N:29]([C:7]1[C:6]([CH2:5][OH:4])=[C:11]([C:12]3[CH:17]=[C:16]([NH:18][C:19]4[CH:23]=[C:22]([CH3:24])[N:21]([CH2:25][CH3:26])[N:20]=4)[C:15](=[O:27])[N:14]([CH3:28])[CH:13]=3)[CH:10]=[CH:9][N:8]=1)[N:38]=[CH:37]2)([CH3:41])([CH3:40])[CH3:42]. Reactant: C([O:4][CH2:5][C:6]1[C:7]([N:29]2[N:38]=[CH:37][C:36]3[C:31](=[C:32]([F:43])[CH:33]=[C:34]([C:39]([CH3:42])([CH3:41])[CH3:40])[CH:35]=3)[C:30]2=[O:44])=[N:8][CH:9]=[CH:10][C:11]=1[C:12]1[CH:17]=[C:16]([NH:18][C:19]2[CH:23]=[C:22]([CH3:24])[N:21]([CH2:25][CH3:26])[N:20]=2)[C:15](=[O:27])[N:14]([CH3:28])[CH:13]=1)(=O)C.[OH-].[Li+].C1COCC1.C(O)(C)C.